This data is from Full USPTO retrosynthesis dataset with 1.9M reactions from patents (1976-2016). The task is: Predict the reactants needed to synthesize the given product. (1) Given the product [CH3:1][C:2]1[N:10]([CH:11]([C:13]2[CH:18]=[CH:17][CH:16]=[CH:15][CH:14]=2)[CH3:12])[C:9]2[C:4](=[N:5][CH:6]=[CH:7][CH:8]=2)[C:3]=1[C:19]([OH:21])=[O:20], predict the reactants needed to synthesize it. The reactants are: [CH3:1][C:2]1[N:10]([CH:11]([C:13]2[CH:18]=[CH:17][CH:16]=[CH:15][CH:14]=2)[CH3:12])[C:9]2[C:4](=[N:5][CH:6]=[CH:7][CH:8]=2)[C:3]=1[C:19]([O:21]C)=[O:20].[OH-].[Li+].Cl. (2) Given the product [CH3:1][O:2][CH2:3][CH2:4][O:5][CH2:6][C:7]1[CH:8]=[CH:9][C:10]([C@@H:13]2[C@@H:18]([O:19][CH2:20][C:21]3[CH:22]=[CH:23][C:24]4[O:29][CH2:28][CH2:27][N:26]([CH2:30][CH2:31][CH2:32][O:33][CH3:34])[C:25]=4[CH:35]=3)[CH2:17][NH:16][CH2:15][C@H:14]2[O:46][CH2:17][C@H:18]([OH:19])[CH2:13][CH2:47][CH3:48])=[CH:11][CH:12]=1, predict the reactants needed to synthesize it. The reactants are: [CH3:1][O:2][CH2:3][CH2:4][O:5][CH2:6][C:7]1[CH:12]=[CH:11][C:10]([C@@H:13]2[C@@H:18]([O:19][CH2:20][C:21]3[CH:22]=[CH:23][C:24]4[O:29][CH2:28][CH2:27][N:26]([CH2:30][CH2:31][CH2:32][O:33][CH3:34])[C:25]=4[CH:35]=3)[CH2:17][N:16](S(C3C=CC(C)=CC=3)(=O)=O)[CH2:15][C@H:14]2[OH:46])=[CH:9][CH:8]=1.[CH2:47]([Mg]Br)[CH3:48]. (3) Given the product [C:17]([O:16][C:14](=[O:13])[NH:4][CH2:3][CH2:2][Cl:1])([CH3:20])([CH3:19])[CH3:18], predict the reactants needed to synthesize it. The reactants are: [Cl:1][CH2:2][CH2:3][NH2:4].Cl.CCN(CC)CC.[O:13](C(OC(C)(C)C)=O)[C:14]([O:16][C:17]([CH3:20])([CH3:19])[CH3:18])=O. (4) The reactants are: [Cl:1][C:2]1[CH:27]=[C:26]([C:28]([CH3:31])([CH3:30])[CH3:29])[CH:25]=[CH:24][C:3]=1[O:4][CH2:5][CH2:6][CH2:7][O:8][C:9]1[CH:18]=[C:17]2[C:12]([CH2:13][CH2:14][CH:15]([C:19]([O:21]CC)=[O:20])[O:16]2)=[CH:11][CH:10]=1.I[CH3:33]. Given the product [Cl:1][C:2]1[CH:27]=[C:26]([C:28]([CH3:31])([CH3:29])[CH3:30])[CH:25]=[CH:24][C:3]=1[O:4][CH2:5][CH2:6][CH2:7][O:8][C:9]1[CH:18]=[C:17]2[C:12]([CH2:13][CH2:14][C:15]([CH3:33])([C:19]([OH:21])=[O:20])[O:16]2)=[CH:11][CH:10]=1, predict the reactants needed to synthesize it. (5) Given the product [N:6]1[C:5]2[CH:7]=[CH:8][CH:9]=[CH:10][C:4]=2[NH:3][C:2]=1[NH:21][C@@H:11]1[C:20]2[C:15](=[CH:16][CH:17]=[CH:18][CH:19]=2)[CH2:14][CH2:13][CH2:12]1.[ClH:1], predict the reactants needed to synthesize it. The reactants are: [Cl:1][C:2]1[NH:3][C:4]2[CH:10]=[CH:9][CH:8]=[CH:7][C:5]=2[N:6]=1.[C@@H:11]1([NH2:21])[C:20]2[C:15](=[CH:16][CH:17]=[CH:18][CH:19]=2)[CH2:14][CH2:13][CH2:12]1. (6) Given the product [N+:1]([C:4]1[CH:5]=[CH:6][C:7]2[O:12][C@:11]([CH3:18])([CH:13]([O:16][CH3:17])[O:14][CH3:15])[C@H:10]([OH:19])[C@@H:9]([N:28]([C:24]3[CH:25]=[CH:26][CH:27]=[C:22]([Cl:21])[CH:23]=3)[CH2:29][C:30]3[N:31]=[N:32][N:33]([CH3:35])[N:34]=3)[C:8]=2[CH:20]=1)([O-:3])=[O:2], predict the reactants needed to synthesize it. The reactants are: [N+:1]([C:4]1[CH:5]=[CH:6][C:7]2[O:12][C@:11]([CH3:18])([CH:13]([O:16][CH3:17])[O:14][CH3:15])[C@@H:10]3[O:19][C@@H:9]3[C:8]=2[CH:20]=1)([O-:3])=[O:2].[Cl:21][C:22]1[CH:23]=[C:24]([NH:28][CH2:29][C:30]2[N:31]=[N:32][N:33]([CH3:35])[N:34]=2)[CH:25]=[CH:26][CH:27]=1.